This data is from Forward reaction prediction with 1.9M reactions from USPTO patents (1976-2016). The task is: Predict the product of the given reaction. (1) Given the reactants [NH2:1][CH2:2][CH2:3][CH2:4][CH2:5][C@H:6]([NH:11][C:12]([O:14][C:15]([CH3:18])([CH3:17])[CH3:16])=[O:13])[C:7]([O:9][CH3:10])=[O:8].[O:19]=[C:20]1[CH2:23][CH:22]([C:24](O)=[O:25])[CH2:21]1.CN(C(ON1N=NC2C=CC=NC1=2)=[N+](C)C)C.F[P-](F)(F)(F)(F)F.CCN(C(C)C)C(C)C, predict the reaction product. The product is: [NH2:1][CH2:2][CH2:3][CH2:4][CH2:5][C@H:6]([NH:11][C:12]([O:14][C:15]([CH3:18])([CH3:17])[CH3:16])=[O:13])[C:7]([O:9][CH3:10])=[O:8].[C:15]([O:14][C:12]([NH:11][C@@H:6]([CH2:5][CH2:4][CH2:3][CH2:2][NH:1][C:24]([CH:22]1[CH2:23][C:20](=[O:19])[CH2:21]1)=[O:25])[C:7]([O:9][CH3:10])=[O:8])=[O:13])([CH3:18])([CH3:17])[CH3:16]. (2) Given the reactants [C:1]([C:3]1[CH:4]=[C:5]([CH:18]=[CH:19][CH:20]=1)[C:6]([N:8]1[C:17]2[C:12](=[CH:13][CH:14]=[CH:15][CH:16]=2)[CH2:11][CH2:10][CH2:9]1)=[O:7])#[N:2].[ClH:21], predict the reaction product. The product is: [ClH:21].[NH2:2][CH2:1][C:3]1[CH:4]=[C:5]([CH:18]=[CH:19][CH:20]=1)[C:6]([N:8]1[C:17]2[C:12](=[CH:13][CH:14]=[CH:15][CH:16]=2)[CH2:11][CH2:10][CH2:9]1)=[O:7]. (3) Given the reactants [Br:1][C:2]1[CH:7]=[CH:6][C:5]([OH:8])=[C:4]([O:9][C:10]([F:13])([F:12])[F:11])[CH:3]=1.CI.[C:16]([O-])([O-])=O.[K+].[K+], predict the reaction product. The product is: [Br:1][C:2]1[CH:7]=[CH:6][C:5]([O:8][CH3:16])=[C:4]([O:9][C:10]([F:11])([F:12])[F:13])[CH:3]=1. (4) Given the reactants C[O:2][C:3]1[N:8]=[C:7](S(C)(=O)=O)[N:6]=[C:5]([C:13]2[CH:29]=[CH:28][C:16]3[NH:17][C:18]([NH:20][C:21]([C:23]4[S:24][CH:25]=[CH:26][CH:27]=4)=[O:22])=[N:19][C:15]=3[CH:14]=2)[CH:4]=1.[Cl:30][C:31]1[CH:37]=[CH:36][C:35]([Cl:38])=[CH:34][C:32]=1[NH2:33], predict the reaction product. The product is: [Cl:30][C:31]1[CH:37]=[CH:36][C:35]([Cl:38])=[CH:34][C:32]=1[NH:33][C:7]1[NH:8][C:3](=[O:2])[CH:4]=[C:5]([C:13]2[CH:29]=[CH:28][C:16]3[NH:17][C:18]([NH:20][C:21]([C:23]4[S:24][CH:25]=[CH:26][CH:27]=4)=[O:22])=[N:19][C:15]=3[CH:14]=2)[N:6]=1.